Dataset: Reaction yield outcomes from USPTO patents with 853,638 reactions. Task: Predict the reaction yield, written as a fraction of the theoretical maximum amount of product (1.0 means a 100% yield; for example, 0.34 means a 34% yield). The reactants are C(=O)[C:2]1[CH:9]=[CH:8][CH:7]=[C:4]([CH:5]=[O:6])[CH:3]=1.C(O)C.[CH:14]([O:21][CH2:22][CH3:23])([O:18][CH2:19][CH3:20])OCC. The catalyst is [Cl-].[NH4+]. The product is [CH2:22]([O:21][CH:14]([O:18][CH2:19][CH3:20])[C:2]1[CH:3]=[C:4]([CH:7]=[CH:8][CH:9]=1)[CH:5]=[O:6])[CH3:23]. The yield is 0.760.